Dataset: Forward reaction prediction with 1.9M reactions from USPTO patents (1976-2016). Task: Predict the product of the given reaction. Given the reactants [CH:1]1[C:13]2[CH:12]([CH2:14][O:15][C:16]([NH:18][C@H:19]([C:35]([OH:37])=[O:36])[CH2:20][CH2:21][CH2:22][CH2:23][NH:24]C(OCC3C=CC=CC=3)=O)=[O:17])[C:11]3[C:6](=[CH:7][CH:8]=[CH:9][CH:10]=3)[C:5]=2[CH:4]=[CH:3][CH:2]=1, predict the reaction product. The product is: [CH:10]1[C:11]2[CH:12]([CH2:14][O:15][C:16]([NH:18][C@H:19]([C:35]([OH:37])=[O:36])[CH2:20][CH2:21][CH2:22][CH2:23][NH2:24])=[O:17])[C:13]3[C:5](=[CH:4][CH:3]=[CH:2][CH:1]=3)[C:6]=2[CH:7]=[CH:8][CH:9]=1.